Regression. Given a peptide amino acid sequence and an MHC pseudo amino acid sequence, predict their binding affinity value. This is MHC class II binding data. From a dataset of Peptide-MHC class II binding affinity with 134,281 pairs from IEDB. (1) The peptide sequence is SDAKTLVLNIKYTRP. The MHC is HLA-DPA10103-DPB10301 with pseudo-sequence HLA-DPA10103-DPB10301. The binding affinity (normalized) is 0.134. (2) The peptide sequence is FPDRASIIRLVGAVL. The MHC is HLA-DPA10201-DPB11401 with pseudo-sequence HLA-DPA10201-DPB11401. The binding affinity (normalized) is 0.252. (3) The MHC is DRB5_0101 with pseudo-sequence DRB5_0101. The binding affinity (normalized) is 0.255. The peptide sequence is GRSYAADAGYAPATP. (4) The peptide sequence is ERVLDCRTAFKPVLV. The MHC is HLA-DQA10102-DQB10501 with pseudo-sequence HLA-DQA10102-DQB10501. The binding affinity (normalized) is 0.797. (5) The peptide sequence is AAYKLAYKTAEGATP. The MHC is DRB1_1201 with pseudo-sequence DRB1_1201. The binding affinity (normalized) is 0.291. (6) The peptide sequence is HRDNIEDDLLNRNNT. The MHC is DRB1_1602 with pseudo-sequence DRB1_1602. The binding affinity (normalized) is 0. (7) The peptide sequence is ASTGGAYESYKFIPA. The MHC is HLA-DQA10301-DQB10302 with pseudo-sequence HLA-DQA10301-DQB10302. The binding affinity (normalized) is 0.256. (8) The peptide sequence is GSMAKKGDEQKLRSA. The MHC is DRB1_1001 with pseudo-sequence DRB1_1001. The binding affinity (normalized) is 0.223. (9) The peptide sequence is LHQNFKDTSMQKTIP. The MHC is DRB1_0404 with pseudo-sequence DRB1_0404. The binding affinity (normalized) is 0.177. (10) The peptide sequence is EVLGFRMVQDERVGR. The MHC is HLA-DQA10501-DQB10301 with pseudo-sequence HLA-DQA10501-DQB10301. The binding affinity (normalized) is 0.0836.